This data is from Full USPTO retrosynthesis dataset with 1.9M reactions from patents (1976-2016). The task is: Predict the reactants needed to synthesize the given product. (1) Given the product [CH:19]([C:22]1[CH:27]=[CH:26][C:25]([C:2]2[C:15]3[N:14]4[CH:16]=[CH:17][N:18]=[C:13]4[C:12]4[CH:11]=[CH:10][CH:9]=[CH:8][C:7]=4[C:6]=3[CH:5]=[CH:4][CH:3]=2)=[CH:24][CH:23]=1)([CH3:21])[CH3:20], predict the reactants needed to synthesize it. The reactants are: Br[C:2]1[C:15]2[N:14]3[CH:16]=[CH:17][N:18]=[C:13]3[C:12]3[CH:11]=[CH:10][CH:9]=[CH:8][C:7]=3[C:6]=2[CH:5]=[CH:4][CH:3]=1.[CH:19]([C:22]1[CH:27]=[CH:26][C:25](B(O)O)=[CH:24][CH:23]=1)([CH3:21])[CH3:20].C(=O)([O-])[O-].[K+].[K+].C1(P(C2C=CC=CC=2)C2C=CC=CC=2)C=CC=CC=1. (2) Given the product [ClH:15].[CH3:5][C:4]([S:6][N:8]=[O:9])([CH3:7])[CH2:3][NH2:2], predict the reactants needed to synthesize it. The reactants are: Cl.[NH2:2][CH2:3][C:4]([CH3:7])([SH:6])[CH3:5].[N:8](OC(C)(C)C)=[O:9].[Cl:15]CCl.CCCCCC. (3) Given the product [CH3:11][C:7]1([CH3:12])[C:8]2[C:4](=[CH:3][C:2]([N:20]([C:29]([O:31][C:32]([CH3:35])([CH3:34])[CH3:33])=[O:30])[NH:21][C:22]([O:24][C:25]([CH3:26])([CH3:27])[CH3:28])=[O:23])=[CH:10][CH:9]=2)[C:5]([CH3:14])([CH3:13])[CH2:6]1, predict the reactants needed to synthesize it. The reactants are: Br[C:2]1[CH:3]=[C:4]2[C:8](=[CH:9][CH:10]=1)[C:7]([CH3:12])([CH3:11])[CH2:6][C:5]2([CH3:14])[CH3:13].C([Li])(C)(C)C.[N:20]([C:29]([O:31][C:32]([CH3:35])([CH3:34])[CH3:33])=[O:30])=[N:21][C:22]([O:24][C:25]([CH3:28])([CH3:27])[CH3:26])=[O:23]. (4) Given the product [C:32]([O:35][C:36]([N:1]([C:2]1[CH:3]=[N:4][CH:5]=[CH:6][C:7]=1[N:8]1[CH2:13][C@H:12]([CH3:14])[C@@H:11]([O:15][Si:16]([C:19]([CH3:22])([CH3:21])[CH3:20])([CH3:18])[CH3:17])[C@H:10]([NH:23][C:24]([O:25][C:26]([CH3:29])([CH3:28])[CH3:27])=[O:30])[CH2:9]1)[C:24](=[O:30])[O:25][C:26]([CH3:29])([CH3:28])[CH3:27])=[O:37])([CH3:34])([CH3:33])[CH3:31], predict the reactants needed to synthesize it. The reactants are: [NH2:1][C:2]1[CH:3]=[N:4][CH:5]=[CH:6][C:7]=1[N:8]1[CH2:13][C@H:12]([CH3:14])[C@@H:11]([O:15][Si:16]([C:19]([CH3:22])([CH3:21])[CH3:20])([CH3:18])[CH3:17])[C@H:10]([NH:23][C:24](=[O:30])[O:25][C:26]([CH3:29])([CH3:28])[CH3:27])[CH2:9]1.[CH3:31][C:32]([O:35][C:36](O[C:36]([O:35][C:32]([CH3:34])([CH3:33])[CH3:31])=[O:37])=[O:37])([CH3:34])[CH3:33]. (5) Given the product [CH:1]1[C:10]2[C:5](=[CH:6][CH:7]=[CH:8][CH:9]=2)[CH:4]=[CH:3][C:2]=1[C:11]1[O:12][CH:13]=[C:14]([CH2:16][CH2:17][OH:18])[N:15]=1, predict the reactants needed to synthesize it. The reactants are: [CH:1]1[C:10]2[C:5](=[CH:6][CH:7]=[CH:8][CH:9]=2)[CH:4]=[CH:3][C:2]=1[C:11]1[O:12][CH:13]=[C:14]([CH2:16][C:17](O)=[O:18])[N:15]=1.[H-].[Al+3].[Li+].[H-].[H-].[H-].[OH-].[Na+].S([O-])([O-])(=O)=O.[Na+].[Na+]. (6) Given the product [ClH:44].[CH3:1][O:2][C:3](=[O:43])[NH:4][C:5]1[CH:14]=[CH:13][CH:12]=[C:11]2[C:6]=1[CH:7]=[CH:8][C:9](=[O:42])[N:10]2[CH2:15][CH2:16][N:17]1[CH2:18][CH2:19][CH:20]([NH:23][CH2:24][C:25]2[CH:34]=[CH:33][C:28]3[O:29][CH2:30][CH2:31][O:32][C:27]=3[CH:26]=2)[CH2:21][CH2:22]1, predict the reactants needed to synthesize it. The reactants are: [CH3:1][O:2][C:3](=[O:43])[NH:4][C:5]1[CH:14]=[CH:13][CH:12]=[C:11]2[C:6]=1[CH:7]=[CH:8][C:9](=[O:42])[N:10]2[CH2:15][CH2:16][N:17]1[CH2:22][CH2:21][CH:20]([N:23](C(OC(C)(C)C)=O)[CH2:24][C:25]2[CH:34]=[CH:33][C:28]3[O:29][CH2:30][CH2:31][O:32][C:27]=3[CH:26]=2)[CH2:19][CH2:18]1.[ClH:44].O1CCOCC1. (7) Given the product [CH3:1][O:2][C:3](=[O:22])[C:4]1[CH:9]=[C:8]([S:10][C:11]2[C:19]3[C:14](=[CH:15][C:16]([Cl:20])=[CH:17][CH:18]=3)[N:13]([C:24]3[CH:25]=[N:26][N:27]([CH:29]([CH3:31])[CH3:30])[CH:28]=3)[C:12]=2[CH3:21])[CH:7]=[N:6][CH:5]=1, predict the reactants needed to synthesize it. The reactants are: [CH3:1][O:2][C:3](=[O:22])[C:4]1[CH:9]=[C:8]([S:10][C:11]2[C:19]3[C:14](=[CH:15][C:16]([Cl:20])=[CH:17][CH:18]=3)[NH:13][C:12]=2[CH3:21])[CH:7]=[N:6][CH:5]=1.Br[C:24]1[CH:25]=[N:26][N:27]([CH:29]([CH3:31])[CH3:30])[CH:28]=1. (8) Given the product [Cl:48][C:46]1[N:45]=[C:44]2[C:40]([N:41]=[CH:42][N:43]2[CH:49]2[CH2:53][CH2:52][CH2:51][CH2:50]2)=[C:39]([NH:38][CH2:37][CH2:36][NH:35][C:7](=[O:9])[C:6]2[CH:5]=[CH:4][C:3]([S:2][CH3:1])=[CH:11][CH:10]=2)[N:47]=1, predict the reactants needed to synthesize it. The reactants are: [CH3:1][S:2][C:3]1[CH:11]=[CH:10][C:6]([C:7]([OH:9])=O)=[CH:5][CH:4]=1.O.ON1C2C=CC=CC=2N=N1.Cl.CN(C)CCCN=C=NCC.[NH2:35][CH2:36][CH2:37][NH:38][C:39]1[N:47]=[C:46]([Cl:48])[N:45]=[C:44]2[C:40]=1[N:41]=[CH:42][N:43]2[CH:49]1[CH2:53][CH2:52][CH2:51][CH2:50]1. (9) Given the product [O:1]1[CH2:6][CH2:5][CH:4]([C:7](=[S:19])[NH2:9])[CH2:3][CH2:2]1, predict the reactants needed to synthesize it. The reactants are: [O:1]1[CH2:6][CH2:5][CH:4]([C:7]([NH2:9])=O)[CH2:3][CH2:2]1.COC1C=CC(P2(SP(C3C=CC(OC)=CC=3)(=S)S2)=[S:19])=CC=1.C([O-])(O)=O.[Na+].